This data is from Catalyst prediction with 721,799 reactions and 888 catalyst types from USPTO. The task is: Predict which catalyst facilitates the given reaction. (1) Reactant: [CH2:1]1[C:9]2[C:4](=[C:5]([NH:10][C:11](=[O:13])[CH3:12])[CH:6]=[CH:7][CH:8]=2)[CH2:3][CH2:2]1.S([O-])([O-])(=O)=[O:15].[Mg+2].[Mn]([O-])(=O)(=O)=O.[K+]. Product: [O:15]=[C:3]1[C:4]2[C:9](=[CH:8][CH:7]=[CH:6][C:5]=2[NH:10][C:11](=[O:13])[CH3:12])[CH2:1][CH2:2]1. The catalyst class is: 95. (2) Reactant: [F:1][CH2:2][CH2:3][NH:4][C:5]1[CH2:9][O:8][C:7](=[O:10])[CH:6]=1.[H-].[Na+].[Cl:13][C:14]1[CH:19]=[CH:18][C:17]([CH2:20]Cl)=[CH:16][N:15]=1.CO. The catalyst class is: 54. Product: [Cl:13][C:14]1[N:15]=[CH:16][C:17]([CH2:20][N:4]([CH2:3][CH2:2][F:1])[C:5]2[CH2:9][O:8][C:7](=[O:10])[CH:6]=2)=[CH:18][CH:19]=1. (3) Product: [C:1]([C:3]1[CH:8]=[CH:7][C:6]([CH:9]2[C:14]([C:15]([O:17][CH2:18][CH3:19])=[O:16])=[C:13]([CH3:20])[N:12]([C:21]3[CH:26]=[CH:25][CH:24]=[C:23]([C:27]([F:30])([F:29])[F:28])[CH:22]=3)[C:11]([S:31][CH3:35])=[N:10]2)=[C:5]([CH3:32])[CH:4]=1)#[N:2]. The catalyst class is: 21. Reactant: [C:1]([C:3]1[CH:8]=[CH:7][C:6]([CH:9]2[C:14]([C:15]([O:17][CH2:18][CH3:19])=[O:16])=[C:13]([CH3:20])[N:12]([C:21]3[CH:26]=[CH:25][CH:24]=[C:23]([C:27]([F:30])([F:29])[F:28])[CH:22]=3)[C:11](=[S:31])[NH:10]2)=[C:5]([CH3:32])[CH:4]=1)#[N:2].IC.[C:35](=O)([O-])[O-].[K+].[K+]. (4) The catalyst class is: 51. Reactant: Cl.Cl[C:3]1[N:12]=[C:11]([N:13]([C:15]2[CH:20]=[CH:19][C:18]([O:21][CH3:22])=[C:17]([O:23][CH3:24])[CH:16]=2)[CH3:14])[C:10]2[C:5](=[CH:6][CH:7]=[CH:8][CH:9]=2)[N:4]=1.[CH2:25]([CH2:27][NH2:28])[OH:26]. Product: [CH3:24][O:23][C:17]1[CH:16]=[C:15]([N:13]([CH3:14])[C:11]2[C:10]3[C:5](=[CH:6][CH:7]=[CH:8][CH:9]=3)[N:4]=[C:3]([NH:28][CH2:27][CH2:25][OH:26])[N:12]=2)[CH:20]=[CH:19][C:18]=1[O:21][CH3:22]. (5) Reactant: [F:1][C:2]1([F:31])[O:6][C:5]2[CH:7]=[CH:8][C:9]([C:11]3([C:14]([NH:16][C:17]4[CH:22]=[CH:21][C:20]([CH3:23])=[C:19]([C:24]5[CH:29]=[CH:28][C:27](=[O:30])[NH:26][CH:25]=5)[N:18]=4)=[O:15])[CH2:13][CH2:12]3)=[CH:10][C:4]=2[O:3]1.Br[CH2:33][CH2:34][NH:35]C(=O)OCCCC.C(=O)([O-])[O-].[K+].[K+]. Product: [NH2:35][CH2:34][CH2:33][N:26]1[C:27](=[O:30])[CH:28]=[CH:29][C:24]([C:19]2[N:18]=[C:17]([NH:16][C:14]([C:11]3([C:9]4[CH:8]=[CH:7][C:5]5[O:6][C:2]([F:1])([F:31])[O:3][C:4]=5[CH:10]=4)[CH2:13][CH2:12]3)=[O:15])[CH:22]=[CH:21][C:20]=2[CH3:23])=[CH:25]1. The catalyst class is: 9. (6) Reactant: Cl[C:2]1[N:3]=[CH:4][C:5]2[CH:11]=[N:10][CH:9]=[C:8]([I:12])[C:6]=2[N:7]=1.Cl.[NH2:14][C@H:15]1[CH2:20][CH2:19][CH2:18][CH2:17][C@H:16]1[OH:21].C(N(CC)CC)C. Product: [I:12][C:8]1[C:6]2[N:7]=[C:2]([NH:14][C@H:15]3[CH2:20][CH2:19][CH2:18][CH2:17][C@H:16]3[OH:21])[N:3]=[CH:4][C:5]=2[CH:11]=[N:10][CH:9]=1. The catalyst class is: 8. (7) Reactant: [NH2:1][C:2]1[CH:3]=[C:4]([CH:19]=[CH:20][CH:21]=1)[C:5]([NH:7][CH2:8][C:9]1[C:18]2[C:13](=[CH:14][CH:15]=[CH:16][CH:17]=2)[CH:12]=[CH:11][CH:10]=1)=[O:6].[Br:22][C:23]1[CH:30]=[CH:29][CH:28]=[CH:27][C:24]=1[CH2:25]Br.C([O-])([O-])=O.[K+].[K+]. Product: [Br:22][C:23]1[CH:30]=[CH:29][CH:28]=[CH:27][C:24]=1[CH2:25][NH:1][C:2]1[CH:3]=[C:4]([CH:19]=[CH:20][CH:21]=1)[C:5]([NH:7][CH2:8][C:9]1[C:18]2[C:13](=[CH:14][CH:15]=[CH:16][CH:17]=2)[CH:12]=[CH:11][CH:10]=1)=[O:6]. The catalyst class is: 3. (8) Reactant: [C:1]([NH:8][C:9]1[CH:10]=[C:11]([CH:15]=[CH:16][CH:17]=1)[C:12]([OH:14])=O)([O:3][C:4]([CH3:7])([CH3:6])[CH3:5])=[O:2].CN(C(ON1N=NC2C=CC=NC1=2)=[N+](C)C)C.F[P-](F)(F)(F)(F)F.[Cl:42][C:43]1[CH:49]=[CH:48][CH:47]=[CH:46][C:44]=1[NH2:45].C(N(CC)C(C)C)(C)C. Product: [C:4]([O:3][C:1](=[O:2])[NH:8][C:9]1[CH:17]=[CH:16][CH:15]=[C:11]([C:12](=[O:14])[NH:45][C:44]2[CH:46]=[CH:47][CH:48]=[CH:49][C:43]=2[Cl:42])[CH:10]=1)([CH3:5])([CH3:6])[CH3:7]. The catalyst class is: 3. (9) Reactant: C([N:8]1[CH2:25][CH:24]([CH2:26][OH:27])[O:23][C:10]2([CH2:15][CH2:14][N:13]([C:16]([O:18][C:19]([CH3:22])([CH3:21])[CH3:20])=[O:17])[CH2:12][CH2:11]2)[CH2:9]1)C1C=CC=CC=1.C([O-])=O.[NH4+]. Product: [OH:27][CH2:26][CH:24]1[O:23][C:10]2([CH2:11][CH2:12][N:13]([C:16]([O:18][C:19]([CH3:21])([CH3:20])[CH3:22])=[O:17])[CH2:14][CH2:15]2)[CH2:9][NH:8][CH2:25]1. The catalyst class is: 105.